Dataset: Forward reaction prediction with 1.9M reactions from USPTO patents (1976-2016). Task: Predict the product of the given reaction. (1) Given the reactants [CH3:1][C:2]([N:10]1[CH:14]=[C:13]([NH:15][C:16](=[O:22])[CH:17]([NH2:21])[CH2:18][CH2:19][CH3:20])[N:12]=[CH:11]1)([CH3:9])[CH2:3][N:4]1[CH2:8][CH2:7][CH2:6][CH2:5]1.[CH:23]([C:26]1[CH:27]=[C:28]2[C:33](=[CH:34][CH:35]=1)[CH2:32][C:31](=O)[CH2:30][CH2:29]2)([CH3:25])[CH3:24], predict the reaction product. The product is: [CH3:1][C:2]([N:10]1[CH:14]=[C:13]([NH:15][C:16](=[O:22])[CH:17]([NH:21][CH:31]2[CH2:30][CH2:29][C:28]3[C:33](=[CH:34][CH:35]=[C:26]([CH:23]([CH3:25])[CH3:24])[CH:27]=3)[CH2:32]2)[CH2:18][CH2:19][CH3:20])[N:12]=[CH:11]1)([CH3:9])[CH2:3][N:4]1[CH2:8][CH2:7][CH2:6][CH2:5]1. (2) Given the reactants [Br:1][C:2]1[C:3](=[O:17])[NH:4][C:5](=[O:16])[N:6]([CH2:8][CH2:9][C:10]2[CH:15]=[CH:14][CH:13]=[CH:12][CH:11]=2)[N:7]=1.[CH3:18]C1(CCI)C=CC=CC1.C(I)CC1C=CC=CC=1, predict the reaction product. The product is: [Br:1][C:2]1[C:3](=[O:17])[NH:4][C:5](=[O:16])[N:6]([CH2:8][CH2:9][C:10]2[CH:15]=[CH:14][C:13]([CH3:18])=[CH:12][CH:11]=2)[N:7]=1.